From a dataset of Peptide-MHC class I binding affinity with 185,985 pairs from IEDB/IMGT. Regression. Given a peptide amino acid sequence and an MHC pseudo amino acid sequence, predict their binding affinity value. This is MHC class I binding data. (1) The peptide sequence is EWITDFVGKT. The MHC is HLA-A26:01 with pseudo-sequence HLA-A26:01. The binding affinity (normalized) is 0.0527. (2) The peptide sequence is DLTTMPTYK. The binding affinity (normalized) is 0.387. The MHC is HLA-A03:01 with pseudo-sequence HLA-A03:01. (3) The peptide sequence is KFNPMKTYI. The MHC is HLA-C06:02 with pseudo-sequence HLA-C06:02. The binding affinity (normalized) is 0.164. (4) The peptide sequence is RGRKRFHTL. The MHC is HLA-B08:02 with pseudo-sequence HLA-B08:02. The binding affinity (normalized) is 0.185. (5) The peptide sequence is QAYAAPQLF. The MHC is HLA-A66:01 with pseudo-sequence HLA-A66:01. The binding affinity (normalized) is 0.213. (6) The peptide sequence is DTAQIIKLL. The MHC is Mamu-A01 with pseudo-sequence Mamu-A01. The binding affinity (normalized) is 0.326. (7) The peptide sequence is KQLDIQYLK. The MHC is HLA-A02:03 with pseudo-sequence HLA-A02:03. The binding affinity (normalized) is 0.0847. (8) The peptide sequence is KTFDTEYQK. The MHC is HLA-A68:01 with pseudo-sequence HLA-A68:01. The binding affinity (normalized) is 0.859. (9) The peptide sequence is PPPPPGLA. The MHC is Mamu-A01 with pseudo-sequence Mamu-A01. The binding affinity (normalized) is 0. (10) The MHC is Mamu-A11 with pseudo-sequence Mamu-A11. The peptide sequence is NDIQKLVGV. The binding affinity (normalized) is 0.307.